From a dataset of Full USPTO retrosynthesis dataset with 1.9M reactions from patents (1976-2016). Predict the reactants needed to synthesize the given product. (1) Given the product [CH2:1]([C@@H:8]([CH2:12][CH2:13][C@H:14]([CH2:34][C:35]1[CH:36]=[CH:37][CH:38]=[CH:39][CH:40]=1)[C:15]([NH:17][C@H:18]1[CH2:24][CH2:23][CH2:22][CH2:21][N:20]([C:25]2[CH:30]=[CH:29][CH:28]=[CH:27][C:26]=2[O:31][CH3:32])[C:19]1=[O:33])=[O:16])[C:9]([NH:41][C@H:42]1[CH2:48][CH2:47][S:46][C@H:45]2[CH2:49][CH2:50][CH2:51][C@@H:52]([C:53]#[N:54])[N:44]2[C:43]1=[O:55])=[O:10])[C:2]1[CH:7]=[CH:6][CH:5]=[CH:4][CH:3]=1, predict the reactants needed to synthesize it. The reactants are: [CH2:1]([C@@H:8]([CH2:12][CH2:13][C@H:14]([CH2:34][C:35]1[CH:40]=[CH:39][CH:38]=[CH:37][CH:36]=1)[C:15]([NH:17][C@H:18]1[CH2:24][CH2:23][CH2:22][CH2:21][N:20]([C:25]2[CH:30]=[CH:29][CH:28]=[CH:27][C:26]=2[O:31][CH3:32])[C:19]1=[O:33])=[O:16])[C:9](O)=[O:10])[C:2]1[CH:7]=[CH:6][CH:5]=[CH:4][CH:3]=1.[NH2:41][C@H:42]1[CH2:48][CH2:47][S:46][C@H:45]2[CH2:49][CH2:50][CH2:51][C@@H:52]([C:53]#[N:54])[N:44]2[C:43]1=[O:55]. (2) Given the product [NH2:14][C:12]1[CH:11]=[C:6]([CH:5]=[C:4]([O:3][CH2:1][CH3:2])[CH:13]=1)[C:7]([O:9][CH3:10])=[O:8], predict the reactants needed to synthesize it. The reactants are: [CH2:1]([O:3][C:4]1[CH:5]=[C:6]([CH:11]=[C:12]([N+:14]([O-])=O)[CH:13]=1)[C:7]([O:9][CH3:10])=[O:8])[CH3:2].CO.O. (3) Given the product [Br:1][C:2]1[CH:3]=[C:4]([N:8]2[C:16]3[CH:15]=[C:14]([O:17][CH3:18])[N:13]=[CH:12][C:11]=3[C:10]([C:19]([NH2:23])=[O:21])=[N:9]2)[CH:5]=[CH:6][CH:7]=1, predict the reactants needed to synthesize it. The reactants are: [Br:1][C:2]1[CH:3]=[C:4]([N:8]2[C:16]3[CH:15]=[C:14]([O:17][CH3:18])[N:13]=[CH:12][C:11]=3[C:10]([C:19]([OH:21])=O)=[N:9]2)[CH:5]=[CH:6][CH:7]=1.[Cl-].[NH4+:23]. (4) Given the product [Si:1]([O:8][CH:9]([C:11]1[CH:12]=[CH:13][C:14]2[CH:25]=[CH:24][C:18]3=[N:19][CH:20]=[C:21]([C:32]4[CH:31]=[N:30][N:29]([CH3:28])[CH:33]=4)[CH:22]=[C:17]3[C:16](=[O:26])[C:15]=2[CH:27]=1)[CH3:10])([C:4]([CH3:7])([CH3:6])[CH3:5])([CH3:3])[CH3:2], predict the reactants needed to synthesize it. The reactants are: [Si:1]([O:8][CH:9]([C:11]1[CH:12]=[CH:13][C:14]2[CH:25]=[CH:24][C:18]3=[N:19][CH:20]=[C:21](Cl)[CH:22]=[C:17]3[C:16](=[O:26])[C:15]=2[CH:27]=1)[CH3:10])([C:4]([CH3:7])([CH3:6])[CH3:5])([CH3:3])[CH3:2].[CH3:28][N:29]1[CH:33]=[C:32](B2OC(C)(C)C(C)(C)O2)[CH:31]=[N:30]1.C(=O)([O-])[O-].[Na+].[Na+].